From a dataset of Reaction yield outcomes from USPTO patents with 853,638 reactions. Predict the reaction yield, written as a fraction of the theoretical maximum amount of product (1.0 means a 100% yield; for example, 0.34 means a 34% yield). (1) The reactants are [OH:1][C@@H:2]1[CH2:7][CH2:6][C@H:5]([C:8]([OH:10])=[O:9])[CH2:4][CH2:3]1.S(=O)(=O)(O)O.[C:16](=O)([O-])[O-].[Na+].[Na+]. The catalyst is CO. The product is [CH3:16][O:9][C:8]([C@H:5]1[CH2:6][CH2:7][C@@H:2]([OH:1])[CH2:3][CH2:4]1)=[O:10]. The yield is 0.940. (2) The reactants are Br[C:2]1[CH:7]=[N:6][C:5]([CH3:8])=[CH:4][N:3]=1.[C:9]([O:13][C:14]([N:16]1[CH:20]=[CH:19][CH:18]=[C:17]1B(O)O)=[O:15])([CH3:12])([CH3:11])[CH3:10].C1(P(C2C=CC=CC=2)C2C=CC=CC=2)C=CC=CC=1.C(=O)([O-])[O-].[K+].[K+]. The catalyst is COCCOC.C([O-])(=O)C.[Pd+2].C([O-])(=O)C.C(OCC)(=O)C.O. The product is [CH3:8][C:5]1[N:6]=[CH:7][C:2]([C:17]2[N:16]([C:14]([O:13][C:9]([CH3:12])([CH3:11])[CH3:10])=[O:15])[CH:20]=[CH:19][CH:18]=2)=[N:3][CH:4]=1. The yield is 0.960. (3) The reactants are [H-].[Na+].[CH2:3]([C:5]1[C:13]2[C:8](=[CH:9][C:10]([C:14]([N:16]([O:18][CH3:19])[CH3:17])=[O:15])=[CH:11][CH:12]=2)[NH:7][N:6]=1)[CH3:4].[CH3:20][Si:21]([CH3:28])([CH3:27])[CH2:22][CH2:23][O:24][CH2:25]Cl. The catalyst is O1CCCC1. The product is [CH2:3]([C:5]1[N:6]([CH2:25][O:24][CH2:23][CH2:22][Si:21]([CH3:28])([CH3:27])[CH3:20])[N:7]=[C:8]2[C:13]=1[CH:12]=[CH:11][C:10]([C:14]([N:16]([O:18][CH3:19])[CH3:17])=[O:15])=[CH:9]2)[CH3:4]. The yield is 1.00. (4) The reactants are Cl[C:2]1[C:7]([C:8]#[N:9])=[CH:6][N:5]=[C:4]2[C:10]3[CH:16]=[CH:15][CH:14]=[CH:13][C:11]=3[S:12][C:3]=12.C(OCCO)C.[Cl:23][C:24]1[CH:30]=[CH:29][C:27]([NH2:28])=[C:26]([F:31])[CH:25]=1.Cl.N1C=CC=CC=1. No catalyst specified. The product is [Cl:23][C:24]1[CH:30]=[CH:29][C:27]([NH:28][C:2]2[C:7]([C:8]#[N:9])=[CH:6][N:5]=[C:4]3[C:10]4[CH:16]=[CH:15][CH:14]=[CH:13][C:11]=4[S:12][C:3]=23)=[C:26]([F:31])[CH:25]=1. The yield is 0.660. (5) The reactants are [CH:1]1([C:4]2[C:5]([N:24]([C:29]3[CH:34]=[CH:33][C:32]([B:35]4[O:39]C(C)(C)C(C)(C)[O:36]4)=[C:31]([CH2:44][O:45][CH2:46][O:47][CH3:48])[CH:30]=3)[S:25]([CH3:28])(=[O:27])=[O:26])=[CH:6][C:7]3[O:11][C:10]([C:12]4[CH:17]=[CH:16][C:15]([F:18])=[CH:14][CH:13]=4)=[C:9]([C:19]([NH:21][CH3:22])=[O:20])[C:8]=3[CH:23]=2)[CH2:3][CH2:2]1.Cl.I([O-])(=O)(=O)=O.[Na+]. The catalyst is CO.O1CCCC1. The product is [CH:1]1([C:4]2[C:5]([N:24]([C:29]3[CH:34]=[CH:33][C:32]([B:35]([OH:36])[OH:39])=[C:31]([CH2:44][O:45][CH2:46][O:47][CH3:48])[CH:30]=3)[S:25]([CH3:28])(=[O:27])=[O:26])=[CH:6][C:7]3[O:11][C:10]([C:12]4[CH:13]=[CH:14][C:15]([F:18])=[CH:16][CH:17]=4)=[C:9]([C:19](=[O:20])[NH:21][CH3:22])[C:8]=3[CH:23]=2)[CH2:3][CH2:2]1. The yield is 0.290. (6) The reactants are C([O:3][C:4]([C:6]1[C:10]([C:11]2[CH:16]=[CH:15][CH:14]=[CH:13][CH:12]=2)=[N:9][N:8]2[CH2:17][CH2:18][CH2:19][C:7]=12)=[O:5])C.[OH-].[Na+].C(#N)C.Cl. The catalyst is CO. The product is [C:4]([C:6]1[C:10]([C:11]2[CH:16]=[CH:15][CH:14]=[CH:13][CH:12]=2)=[N:9][N:8]2[CH2:17][CH2:18][CH2:19][C:7]=12)([OH:5])=[O:3]. The yield is 0.970. (7) The reactants are [Br:1][C:2]1[CH:3]=[C:4]([CH:7]=[C:8]([N+:11]([O-])=O)[C:9]=1[OH:10])[C:5]#[N:6].B.C1COCC1.B.Cl. The catalyst is C1COCC1. The product is [NH2:11][C:8]1[CH:7]=[C:4]([CH2:5][NH2:6])[CH:3]=[C:2]([Br:1])[C:9]=1[OH:10]. The yield is 0.190.